This data is from Catalyst prediction with 721,799 reactions and 888 catalyst types from USPTO. The task is: Predict which catalyst facilitates the given reaction. (1) Reactant: C([N:8]1[CH2:12][C@H:11]2[CH2:13][N:14]([C:16]([O:18][C:19]([CH3:22])([CH3:21])[CH3:20])=[O:17])[CH2:15][C@@H:10]2[CH2:9]1)C1C=CC=CC=1. Product: [CH2:13]1[C@@H:11]2[CH2:12][NH:8][CH2:9][C@H:10]2[CH2:15][N:14]1[C:16]([O:18][C:19]([CH3:22])([CH3:21])[CH3:20])=[O:17]. The catalyst class is: 19. (2) Reactant: C([SiH](CC)CC)C.[CH2:8]([O:10][C:11]([C:13]1[NH:14][CH:15]=[C:16]([C:19](=O)[CH2:20][C:21]2[CH:26]=[CH:25][C:24]([Cl:27])=[CH:23][CH:22]=2)[C:17]=1[CH3:18])=[O:12])[CH3:9]. Product: [CH2:8]([O:10][C:11]([C:13]1[NH:14][CH:15]=[C:16]([CH2:19][CH2:20][C:21]2[CH:26]=[CH:25][C:24]([Cl:27])=[CH:23][CH:22]=2)[C:17]=1[CH3:18])=[O:12])[CH3:9]. The catalyst class is: 55. (3) Reactant: [CH:1]1[C:13]2[N:12]([C@@H:14]([CH2:25][C:26]([O:28][CH2:29][CH2:30][O:31][C:32](=[O:50])[C:33]3[CH:38]=[CH:37][C:36]([NH:39]C(OCC4C=CC=CC=4)=O)=[CH:35][CH:34]=3)=[O:27])[C:15]([O:17]CC3C=CC=CC=3)=[O:16])[C:11]3[C:6](=[CH:7][CH:8]=[CH:9][CH:10]=3)[C:5]=2[CH:4]=[CH:3][CH:2]=1.C(O)(C)C. Product: [NH2:39][C:36]1[CH:35]=[CH:34][C:33]([C:32]([O:31][CH2:30][CH2:29][O:28][C:26](=[O:27])[CH2:25][C@H:14]([N:12]2[C:11]3[CH:10]=[CH:9][CH:8]=[CH:7][C:6]=3[C:5]3[C:13]2=[CH:1][CH:2]=[CH:3][CH:4]=3)[C:15]([OH:17])=[O:16])=[O:50])=[CH:38][CH:37]=1. The catalyst class is: 354. (4) Reactant: [CH3:1][O:2][C:3]1[C:13]([N+:14]([O-:16])=[O:15])=[CH:12][C:6]2[CH2:7][CH2:8][NH:9][CH2:10][CH2:11][C:5]=2[CH:4]=1.Cl[CH2:18][CH2:19][NH:20][C:21](=[O:23])[CH3:22].[I-].[K+].C(=O)([O-])[O-].[K+].[K+]. Product: [CH3:1][O:2][C:3]1[C:13]([N+:14]([O-:16])=[O:15])=[CH:12][C:6]2[CH2:7][CH2:8][N:9]([CH2:18][CH2:19][NH:20][C:21](=[O:23])[CH3:22])[CH2:10][CH2:11][C:5]=2[CH:4]=1. The catalyst class is: 60. (5) Reactant: FC(F)(F)C(O)=O.[Cl:8][C:9]1[CH:10]=[C:11]([CH:15]2[C:19]([C:22]3[CH:27]=[CH:26][C:25]([Cl:28])=[CH:24][CH:23]=3)([C:20]#[N:21])[CH:18]([CH2:29][C:30]([CH3:33])([CH3:32])[CH3:31])[NH:17][CH:16]2[C:34](O)=[O:35])[CH:12]=[CH:13][CH:14]=1.[CH:37]1([CH2:40][CH2:41][NH2:42])[CH2:39][CH2:38]1.CN(C(ON1N=NC2C=CC=NC1=2)=[N+](C)C)C.F[P-](F)(F)(F)(F)F.CCN(C(C)C)C(C)C. Product: [CH:37]1([CH2:40][CH2:41][NH:42][C:34]([CH:16]2[CH:15]([C:11]3[CH:12]=[CH:13][CH:14]=[C:9]([Cl:8])[CH:10]=3)[C:19]([C:22]3[CH:23]=[CH:24][C:25]([Cl:28])=[CH:26][CH:27]=3)([C:20]#[N:21])[CH:18]([CH2:29][C:30]([CH3:31])([CH3:32])[CH3:33])[NH:17]2)=[O:35])[CH2:39][CH2:38]1. The catalyst class is: 2. (6) Reactant: [NH2:1][C@H:2]([C:6]([OH:8])=[O:7])[CH:3]([CH3:5])[CH3:4].[CH2:9]([O:16][C:17](Cl)=[O:18])[C:10]1[CH:15]=[CH:14][CH:13]=[CH:12][CH:11]=1. Product: [CH2:9]([O:16][C:17]([NH:1][C@H:2]([C:6]([OH:8])=[O:7])[CH:3]([CH3:5])[CH3:4])=[O:18])[C:10]1[CH:15]=[CH:14][CH:13]=[CH:12][CH:11]=1. The catalyst class is: 500. (7) Reactant: [OH:1][C:2]1[CH:3]=[C:4]([CH2:8][C:9]([OH:11])=[O:10])[CH:5]=[CH:6][CH:7]=1.[C:12](OC(O[C:12]([CH3:15])([CH3:14])[CH3:13])N(C)C)([CH3:15])([CH3:14])[CH3:13].C(OCC)(=O)C. Product: [C:12]([O:10][C:9](=[O:11])[CH2:8][C:4]1[CH:5]=[CH:6][CH:7]=[C:2]([OH:1])[CH:3]=1)([CH3:15])([CH3:14])[CH3:13]. The catalyst class is: 345.